Dataset: Full USPTO retrosynthesis dataset with 1.9M reactions from patents (1976-2016). Task: Predict the reactants needed to synthesize the given product. (1) Given the product [F:8][C:9]1[CH:14]=[CH:13][C:12]([B:3]([C:12]2[CH:13]=[CH:14][C:9]([F:8])=[CH:10][CH:11]=2)[O:2][CH3:1])=[CH:11][CH:10]=1, predict the reactants needed to synthesize it. The reactants are: [CH3:1][O:2][B:3](OC)OC.[F:8][C:9]1[CH:14]=[CH:13][C:12]([Mg]Br)=[CH:11][CH:10]=1. (2) Given the product [F:1][C:2]1[CH:14]=[CH:13][C:5]2[CH2:6][C@H:7]([S:24][C:20]3[N:19]([CH3:18])[CH:23]=[N:22][N:21]=3)[B:8]([OH:10])[O:9][C:4]=2[C:3]=1[C:15]([OH:17])=[O:16], predict the reactants needed to synthesize it. The reactants are: [F:1][C:2]1[CH:14]=[CH:13][C:5]2[CH2:6][C@H:7](OC)[B:8]([OH:10])[O:9][C:4]=2[C:3]=1[C:15]([OH:17])=[O:16].[CH3:18][N:19]1[CH:23]=[N:22][N:21]=[C:20]1[SH:24]. (3) Given the product [F:8][C:4]1[N:3]=[C:2]([F:1])[CH:7]=[CH:6][C:5]=1[C:14]([OH:16])=[O:15], predict the reactants needed to synthesize it. The reactants are: [F:1][C:2]1[CH:7]=[CH:6][CH:5]=[C:4]([F:8])[N:3]=1.C([Li])CCC.[C:14](=[O:16])=[O:15].O. (4) The reactants are: [CH2:1]([O:3][C:4]1[C:5](=[O:10])[CH2:6][CH2:7][CH2:8][CH:9]=1)[CH3:2].[Li]N([Si](C)(C)C)[Si](C)(C)C.[CH2:21]([O:23][C:24](=[O:30])[C:25](OCC)=[O:26])[CH3:22].Cl. Given the product [CH2:1]([O:3][C:4]1[C:5](=[O:10])[CH:6]([C:25](=[O:26])[C:24]([O:23][CH2:21][CH3:22])=[O:30])[CH2:7][CH2:8][CH:9]=1)[CH3:2], predict the reactants needed to synthesize it. (5) Given the product [CH2:17]([O:20][C:21]([N:10]1[C:4]2[CH:3]=[C:2]([Br:1])[N:7]=[CH:6][C:5]=2[CH:8]=[C:9]1[C:11]1[CH:12]=[N:13][N:14]([CH3:16])[CH:15]=1)=[O:22])[CH2:18][CH3:19], predict the reactants needed to synthesize it. The reactants are: [Br:1][C:2]1[N:7]=[CH:6][C:5]2[CH:8]=[C:9]([C:11]3[CH:12]=[N:13][N:14]([CH3:16])[CH:15]=3)[NH:10][C:4]=2[CH:3]=1.[CH2:17]([O:20][C:21](Cl)=[O:22])[CH2:18][CH3:19]. (6) Given the product [OH:22][CH:13]([C:14]1[CH:15]=[CH:16][C:17]([O:20][CH3:21])=[CH:18][CH:19]=1)[CH2:12][N:11]1[C:10]2[CH:9]=[CH:8][NH:7][C:6]=2[C:4](=[O:5])[NH:35][C:36]1=[S:37], predict the reactants needed to synthesize it. The reactants are: C(O[C:4]([C:6]1[NH:7][CH:8]=[CH:9][C:10]=1[NH:11][CH2:12][CH:13]([O:22][Si](C(C)(C)C)(C)C)[C:14]1[CH:19]=[CH:18][C:17]([O:20][CH3:21])=[CH:16][CH:15]=1)=[O:5])C.C(OC([N:35]=[C:36]=[S:37])=O)C. (7) Given the product [CH2:1]1[O:13][C:12]2[CH:11]=[C:10]3[C:5]([C:6]([N:14]([CH2:15][CH2:16][N:17]([CH3:19])[CH3:18])[C:21](=[O:22])[C:35]4[CH:34]=[C:33]([O:36][CH3:37])[C:32]([O:38][CH3:39])=[CH:28][C:27]=4[I:26])=[CH:7][CH:8]=[N:9]3)=[CH:4][C:3]=2[O:2]1, predict the reactants needed to synthesize it. The reactants are: [CH2:1]1[O:13][C:12]2[CH:11]=[C:10]3[C:5]([C:6]([NH:14][CH2:15][CH2:16][N:17]([CH3:19])[CH3:18])=[CH:7][CH:8]=[N:9]3)=[CH:4][C:3]=2[O:2]1.C(Cl)(=O)[C:21](Cl)=[O:22].[I:26][C:27]1[CH:35]=[CH:34][C:33]([O:36][CH3:37])=[C:32]([O:38][CH3:39])[C:28]=1C(O)=O.